Predict the product of the given reaction. From a dataset of Forward reaction prediction with 1.9M reactions from USPTO patents (1976-2016). (1) The product is: [Br:9][C:10]1[CH:15]=[CH:14][C:13]([O:6][CH2:5][CH:3]2[CH2:4][O:1][CH2:2]2)=[CH:12][CH:11]=1. Given the reactants [O:1]1[CH2:4][CH:3]([CH2:5][OH:6])[CH2:2]1.[H-].[Na+].[Br:9][C:10]1[CH:15]=[CH:14][C:13](F)=[CH:12][CH:11]=1, predict the reaction product. (2) Given the reactants C1(P([N:15]=[N+:16]=[N-:17])(C2C=CC=CC=2)=O)C=CC=CC=1.[Cl:18][C:19]1[C:29]([Cl:30])=[CH:28][CH:27]=[CH:26][C:20]=1[CH:21]=[CH:22][C:23](O)=[O:24], predict the reaction product. The product is: [Cl:18][C:19]1[C:29]([Cl:30])=[CH:28][CH:27]=[CH:26][C:20]=1/[CH:21]=[CH:22]/[C:23]([N:15]=[N+:16]=[N-:17])=[O:24]. (3) Given the reactants [CH2:1]([NH:8][S:9]([C:12]1[C:17]([Cl:18])=[CH:16][CH:15]=[C:14]([N+:19]([O-])=O)[C:13]=1[OH:22])(=[O:11])=[O:10])[C:2]1[CH:7]=[CH:6][CH:5]=[CH:4][CH:3]=1, predict the reaction product. The product is: [CH2:1]([NH:8][S:9]([C:12]1[C:17]([Cl:18])=[CH:16][CH:15]=[C:14]([NH2:19])[C:13]=1[OH:22])(=[O:11])=[O:10])[C:2]1[CH:7]=[CH:6][CH:5]=[CH:4][CH:3]=1. (4) Given the reactants [Br:1][C:2]1[CH:7]=[CH:6][C:5](CC#N)=[C:4]([F:11])[C:3]=1[F:12].OS(O)(=O)=O.[CH3:18][C:19](=[O:23])[O:20]CC, predict the reaction product. The product is: [Br:1][C:2]1[CH:7]=[CH:6][C:5]([CH2:18][C:19]([OH:20])=[O:23])=[C:4]([F:11])[C:3]=1[F:12]. (5) Given the reactants [NH2:1][C@H:2]([CH2:5][O:6][C:7]1[CH:12]=[CH:11][CH:10]=[CH:9][CH:8]=1)[CH2:3][OH:4].[N:13]#[C:14]Br, predict the reaction product. The product is: [O:6]([CH2:5][C@@H:2]1[CH2:3][O:4][C:14]([NH2:13])=[N:1]1)[C:7]1[CH:12]=[CH:11][CH:10]=[CH:9][CH:8]=1. (6) Given the reactants C([N:8]1[CH2:14][CH2:13][C:12]2[C:15]([Cl:19])=[C:16]([Cl:18])[S:17][C:11]=2[CH2:10][CH2:9]1)C1C=CC=CC=1.ClC(OC(Cl)C)=O, predict the reaction product. The product is: [ClH:18].[Cl:18][C:16]1[S:17][C:11]2[CH2:10][CH2:9][NH:8][CH2:14][CH2:13][C:12]=2[C:15]=1[Cl:19]. (7) The product is: [CH3:14][O:13][C:9]1[C:10]([CH3:12])=[CH:11][C:6]([CH2:5][OH:4])=[N:7][CH:8]=1. Given the reactants C([O:4][CH2:5][C:6]1[CH:11]=[C:10]([CH3:12])[C:9]([O:13][CH3:14])=[CH:8][N:7]=1)(=O)C.[OH-].[Na+], predict the reaction product. (8) The product is: [C:32]([CH2:34][C:35]([N:23]1[CH2:22][CH2:21][CH:20]([CH2:19][NH:18][C:16]2[N:15]3[CH:26]=[CH:27][N:28]=[C:14]3[C:13]([C:29]([NH2:31])=[O:30])=[C:12]([NH:11][C:5]3[CH:6]=[C:7]([O:9][CH3:10])[CH:8]=[C:3]([O:2][CH3:1])[CH:4]=3)[N:17]=2)[CH2:25][CH2:24]1)=[O:36])#[N:33]. Given the reactants [CH3:1][O:2][C:3]1[CH:4]=[C:5]([NH:11][C:12]2[N:17]=[C:16]([NH:18][CH2:19][CH:20]3[CH2:25][CH2:24][NH:23][CH2:22][CH2:21]3)[N:15]3[CH:26]=[CH:27][N:28]=[C:14]3[C:13]=2[C:29]([NH2:31])=[O:30])[CH:6]=[C:7]([O:9][CH3:10])[CH:8]=1.[C:32]([CH2:34][C:35](O)=[O:36])#[N:33].CN(C(ON1N=NC2C=CC=NC1=2)=[N+](C)C)C.F[P-](F)(F)(F)(F)F.CCN(C(C)C)C(C)C, predict the reaction product. (9) Given the reactants I[C:2]1[CH:7]=[CH:6][N:5]=[C:4]2[N:8]([C:11]([C:24]3[CH:29]=[CH:28][CH:27]=[CH:26][CH:25]=3)([C:18]3[CH:23]=[CH:22][CH:21]=[CH:20][CH:19]=3)[C:12]3[CH:17]=[CH:16][CH:15]=[CH:14][CH:13]=3)[N:9]=[CH:10][C:3]=12.[C:30](=[O:32])=[O:31].[Cl-].[NH4+], predict the reaction product. The product is: [C:11]([N:8]1[C:4]2[N:5]=[CH:6][CH:7]=[C:2]([C:30]([OH:32])=[O:31])[C:3]=2[CH:10]=[N:9]1)([C:18]1[CH:23]=[CH:22][CH:21]=[CH:20][CH:19]=1)([C:24]1[CH:25]=[CH:26][CH:27]=[CH:28][CH:29]=1)[C:12]1[CH:17]=[CH:16][CH:15]=[CH:14][CH:13]=1.